Dataset: Merck oncology drug combination screen with 23,052 pairs across 39 cell lines. Task: Regression. Given two drug SMILES strings and cell line genomic features, predict the synergy score measuring deviation from expected non-interaction effect. (1) Drug 1: CN(Cc1cnc2nc(N)nc(N)c2n1)c1ccc(C(=O)NC(CCC(=O)O)C(=O)O)cc1. Drug 2: C#Cc1cccc(Nc2ncnc3cc(OCCOC)c(OCCOC)cc23)c1. Cell line: RKO. Synergy scores: synergy=-7.19. (2) Drug 1: C#Cc1cccc(Nc2ncnc3cc(OCCOC)c(OCCOC)cc23)c1. Drug 2: Cc1nc(Nc2ncc(C(=O)Nc3c(C)cccc3Cl)s2)cc(N2CCN(CCO)CC2)n1. Cell line: MDAMB436. Synergy scores: synergy=20.9. (3) Drug 1: O=S1(=O)NC2(CN1CC(F)(F)F)C1CCC2Cc2cc(C=CCN3CCC(C(F)(F)F)CC3)ccc2C1. Drug 2: CC(=O)OC1C(=O)C2(C)C(O)CC3OCC3(OC(C)=O)C2C(OC(=O)c2ccccc2)C2(O)CC(OC(=O)C(O)C(NC(=O)c3ccccc3)c3ccccc3)C(C)=C1C2(C)C. Cell line: NCIH23. Synergy scores: synergy=13.9. (4) Drug 1: C=CCn1c(=O)c2cnc(Nc3ccc(N4CCN(C)CC4)cc3)nc2n1-c1cccc(C(C)(C)O)n1. Drug 2: CC(C)CC(NC(=O)C(Cc1ccccc1)NC(=O)c1cnccn1)B(O)O. Cell line: OV90. Synergy scores: synergy=-11.9. (5) Drug 1: O=C(O)C1(Cc2cccc(Nc3nccs3)n2)CCC(Oc2cccc(Cl)c2F)CC1. Drug 2: CCc1c2c(nc3ccc(O)cc13)-c1cc3c(c(=O)n1C2)COC(=O)C3(O)CC. Cell line: A2780. Synergy scores: synergy=4.49.